From a dataset of Reaction yield outcomes from USPTO patents with 853,638 reactions. Predict the reaction yield, written as a fraction of the theoretical maximum amount of product (1.0 means a 100% yield; for example, 0.34 means a 34% yield). (1) The reactants are [CH3:1][C@H:2]1[C@H:11]2[C@@:6]([C:13]3[CH:14]=[C:15]([CH:20]=[CH:21][CH:22]=3)[C:16]([O:18][CH3:19])=[O:17])([C:7](=O)[CH2:8][CH2:9][CH2:10]2)[CH2:5][CH2:4][C:3]21[O:26]CCO2.Br[N:28]1C(C)(C)C(=O)N(Br)[C:29]1=O.[N:38]1C=CC=CC=1.C[N:45]([CH3:48])[CH:46]=O. The catalyst is O. The product is [C:29]([C:4]1[C:3](=[O:26])[C@@H:2]([CH3:1])[C@@H:11]2[CH2:10][CH2:9][C:8]3[CH:46]=[N:45][CH:48]=[N:38][C:7]=3[C@@:6]2([C:13]2[CH:14]=[C:15]([CH:20]=[CH:21][CH:22]=2)[C:16]([O:18][CH3:19])=[O:17])[CH:5]=1)#[N:28]. The yield is 0.720. (2) The reactants are [OH:1][C:2]1[C:9]([CH3:10])=[CH:8][C:5]([CH:6]=[O:7])=[C:4]([CH3:11])[CH:3]=1.[CH2:12](Br)[C:13]1[CH:18]=[CH:17][CH:16]=[CH:15][CH:14]=1.C(=O)([O-])[O-].[K+].[K+]. The catalyst is C(#N)C. The product is [CH2:12]([O:1][C:2]1[C:9]([CH3:10])=[CH:8][C:5]([CH:6]=[O:7])=[C:4]([CH3:11])[CH:3]=1)[C:13]1[CH:18]=[CH:17][CH:16]=[CH:15][CH:14]=1. The yield is 0.570. (3) The reactants are C(OC([N:8]1[C:12]2[CH:13]=[CH:14][CH:15]=[CH:16][C:11]=2[N:10]=[C:9]1[CH2:17][N:18]([CH2:30][CH2:31][CH2:32][CH2:33][N:34]1C(=O)C2C(=CC=CC=2)C1=O)[CH:19]1[C:28]2[N:27]=[C:26]([CH3:29])[CH:25]=[CH:24][C:23]=2[CH2:22][CH2:21][CH2:20]1)=O)(C)(C)C.O.NN. The catalyst is C(O)C. The product is [NH:8]1[C:12]2[CH:13]=[CH:14][CH:15]=[CH:16][C:11]=2[N:10]=[C:9]1[CH2:17][N:18]([CH:19]1[C:28]2[N:27]=[C:26]([CH3:29])[CH:25]=[CH:24][C:23]=2[CH2:22][CH2:21][CH2:20]1)[CH2:30][CH2:31][CH2:32][CH2:33][NH2:34]. The yield is 0.590. (4) The reactants are [CH2:1]([N:8]1[CH2:12][CH:11]([N:13](C(OC(C)(C)C)=O)[CH2:14][C:15]2[CH:20]=[CH:19][C:18]([F:21])=[CH:17][C:16]=2[F:22])[CH2:10][CH:9]1[C:30](O)=[O:31])[C:2]1[CH:7]=[CH:6][CH:5]=[CH:4][CH:3]=1.[C:33]1([N:39]2[CH2:44][CH2:43][NH:42][CH2:41][CH2:40]2)[CH:38]=[CH:37][CH:36]=[CH:35][CH:34]=1. No catalyst specified. The product is [CH2:1]([N:8]1[CH2:12][C@@H:11]([NH:13][CH2:14][C:15]2[CH:20]=[CH:19][C:18]([F:21])=[CH:17][C:16]=2[F:22])[CH2:10][C@H:9]1[C:30]([N:42]1[CH2:43][CH2:44][N:39]([C:33]2[CH:38]=[CH:37][CH:36]=[CH:35][CH:34]=2)[CH2:40][CH2:41]1)=[O:31])[C:2]1[CH:7]=[CH:6][CH:5]=[CH:4][CH:3]=1. The yield is 0.0950. (5) The reactants are [F:1][C:2]1[CH:3]=[C:4]([NH:20][C:21]([C:23]2[C:24](=[O:36])[N:25]([C:30]3[CH:35]=[CH:34][CH:33]=[CH:32][CH:31]=3)[N:26]([CH3:29])[C:27]=2[CH3:28])=[O:22])[CH:5]=[CH:6][C:7]=1[O:8][C:9]1[C:18]2[C:13](=[CH:14][C:15]([OH:19])=[CH:16][CH:17]=2)[N:12]=[CH:11][CH:10]=1.CS(O[CH2:42][CH2:43][C:44]1([OH:47])[CH2:46][CH2:45]1)(=O)=O.C(=O)([O-])[O-].[Cs+].[Cs+]. The catalyst is CC(N(C)C)=O. The product is [F:1][C:2]1[CH:3]=[C:4]([NH:20][C:21]([C:23]2[C:24](=[O:36])[N:25]([C:30]3[CH:31]=[CH:32][CH:33]=[CH:34][CH:35]=3)[N:26]([CH3:29])[C:27]=2[CH3:28])=[O:22])[CH:5]=[CH:6][C:7]=1[O:8][C:9]1[C:18]2[C:13](=[CH:14][C:15]([O:19][CH2:42][CH2:43][C:44]3([OH:47])[CH2:46][CH2:45]3)=[CH:16][CH:17]=2)[N:12]=[CH:11][CH:10]=1. The yield is 0.250.